This data is from Full USPTO retrosynthesis dataset with 1.9M reactions from patents (1976-2016). The task is: Predict the reactants needed to synthesize the given product. Given the product [C:1]([O:5][C@@H:6]([C:12]1[C:21]([CH3:22])=[CH:20][C:19]2[C:14](=[CH:15][CH:16]=[CH:17][CH:18]=2)[C:13]=1[C:23]1[CH2:28][CH2:27][C:26]([CH3:30])([CH3:29])[CH2:25][CH:24]=1)[C:7]([OH:9])=[O:8])([CH3:4])([CH3:2])[CH3:3], predict the reactants needed to synthesize it. The reactants are: [C:1]([O:5][C@@H:6]([C:12]1[C:21]([CH3:22])=[CH:20][C:19]2[C:14](=[CH:15][CH:16]=[CH:17][CH:18]=2)[C:13]=1[C:23]1[CH2:28][CH2:27][C:26]([CH3:30])([CH3:29])[CH2:25][CH:24]=1)[C:7]([O:9]CC)=[O:8])([CH3:4])([CH3:3])[CH3:2].[OH-].[Li+].